This data is from NCI-60 drug combinations with 297,098 pairs across 59 cell lines. The task is: Regression. Given two drug SMILES strings and cell line genomic features, predict the synergy score measuring deviation from expected non-interaction effect. (1) Drug 1: C1=CC(=CC=C1C#N)C(C2=CC=C(C=C2)C#N)N3C=NC=N3. Drug 2: CC1=C(C(=O)C2=C(C1=O)N3CC4C(C3(C2COC(=O)N)OC)N4)N. Cell line: TK-10. Synergy scores: CSS=10.3, Synergy_ZIP=-3.87, Synergy_Bliss=0.135, Synergy_Loewe=-5.30, Synergy_HSA=0.618. (2) Drug 1: C1=CC(=CC=C1CC(C(=O)O)N)N(CCCl)CCCl.Cl. Drug 2: C1C(C(OC1N2C=NC3=C(N=C(N=C32)Cl)N)CO)O. Cell line: T-47D. Synergy scores: CSS=9.31, Synergy_ZIP=-3.32, Synergy_Bliss=1.40, Synergy_Loewe=-2.25, Synergy_HSA=-1.95.